Dataset: Reaction yield outcomes from USPTO patents with 853,638 reactions. Task: Predict the reaction yield, written as a fraction of the theoretical maximum amount of product (1.0 means a 100% yield; for example, 0.34 means a 34% yield). (1) The reactants are [CH3:1][C:2]([C:4]1[CH:9]=[CH:8][CH:7]=[C:6]([Br:10])[CH:5]=1)=O.C[Si]([N:15]=[C:16]=[N:17][Si](C)(C)C)(C)C. The catalyst is C(Cl)Cl.[Ti](Cl)(Cl)(Cl)Cl. The product is [Br:10][C:6]1[CH:5]=[C:4]([C:2](=[N:17][C:16]#[N:15])[CH3:1])[CH:9]=[CH:8][CH:7]=1. The yield is 1.00. (2) The reactants are [OH:1][N:2]1[C:6](=[O:7])[C:5]2=[CH:8][CH:9]=[CH:10][CH:11]=[C:4]2[C:3]1=[O:12].[CH:13]1([CH2:16]O)[CH2:15][CH2:14]1. No catalyst specified. The product is [CH:13]1([CH2:16][O:1][N:2]2[C:3](=[O:12])[C:4]3[C:5](=[CH:8][CH:9]=[CH:10][CH:11]=3)[C:6]2=[O:7])[CH2:15][CH2:14]1. The yield is 0.870. (3) The reactants are [CH3:1][C:2]1([CH3:17])[CH2:10][C:5]2(OCC[O:6]2)[C:4]([C:11]2[N:15]([CH3:16])[N:14]=[CH:13][CH:12]=2)=[CH:3]1.Cl. The catalyst is C1COCC1. The product is [CH3:1][C:2]1([CH3:17])[CH2:10][C:5](=[O:6])[C:4]([C:11]2[N:15]([CH3:16])[N:14]=[CH:13][CH:12]=2)=[CH:3]1. The yield is 0.900. (4) The reactants are [CH:1]1[C:10]2[C:5](=[CH:6][CH:7]=[CH:8][CH:9]=2)[CH:4]=[CH:3][C:2]=1[C:11]([CH2:13][CH2:14][CH2:15][CH2:16][CH2:17][CH2:18][C:19]([OH:21])=O)=[O:12].[NH2:22][OH:23].Cl. The catalyst is C(N(CC)CC)C. The product is [OH:23][NH:22][C:19](=[O:21])[CH2:18][CH2:17][CH2:16][CH2:15][CH2:14][CH2:13][C:11]([C:2]1[CH:3]=[CH:4][C:5]2[C:10](=[CH:9][CH:8]=[CH:7][CH:6]=2)[CH:1]=1)=[O:12]. The yield is 0.310. (5) The reactants are [CH3:1][O:2][C:3](=[O:15])[C:4]1[CH:9]=[C:8]([N+:10]([O-])=O)[C:7]([CH3:13])=[C:6]([I:14])[CH:5]=1. The catalyst is C1COCC1.CO. The product is [CH3:1][O:2][C:3](=[O:15])[C:4]1[CH:5]=[C:6]([I:14])[C:7]([CH3:13])=[C:8]([NH2:10])[CH:9]=1. The yield is 0.670. (6) The reactants are [CH:1]([C:4]1[C:5]([O:36]COC)=[CH:6][C:7]([O:32]COC)=[C:8]([C:10]2[N:11]([C:24]3[CH:29]=[CH:28][C:27]([O:30][CH3:31])=[CH:26][CH:25]=3)[C:12]([S:15]([CH2:18][CH2:19][CH2:20][N:21]([CH3:23])[CH3:22])(=[O:17])=[O:16])=[N:13][N:14]=2)[CH:9]=1)([CH3:3])[CH3:2].Cl.C(=O)([O-])O.[Na+]. The catalyst is C(O)C. The product is [CH3:23][N:21]([CH3:22])[CH2:20][CH2:19][CH2:18][S:15]([C:12]1[N:11]([C:24]2[CH:25]=[CH:26][C:27]([O:30][CH3:31])=[CH:28][CH:29]=2)[C:10]([C:8]2[CH:9]=[C:4]([CH:1]([CH3:3])[CH3:2])[C:5]([OH:36])=[CH:6][C:7]=2[OH:32])=[N:14][N:13]=1)(=[O:17])=[O:16]. The yield is 0.357.